From a dataset of Peptide-MHC class II binding affinity with 134,281 pairs from IEDB. Regression. Given a peptide amino acid sequence and an MHC pseudo amino acid sequence, predict their binding affinity value. This is MHC class II binding data. (1) The peptide sequence is NFGKRELKCGDGIFI. The MHC is HLA-DQA10501-DQB10402 with pseudo-sequence HLA-DQA10501-DQB10402. The binding affinity (normalized) is 0. (2) The peptide sequence is KEDIEIIPIQEEEY. The MHC is HLA-DQA10501-DQB10201 with pseudo-sequence HLA-DQA10501-DQB10201. The binding affinity (normalized) is 0.768.